Task: Predict the reactants needed to synthesize the given product.. Dataset: Full USPTO retrosynthesis dataset with 1.9M reactions from patents (1976-2016) Given the product [CH3:9][O:8][C:3]1[CH:4]=[CH:5][CH:6]=[CH:7][C:2]=1[Li:10], predict the reactants needed to synthesize it. The reactants are: Br[C:2]1[CH:7]=[CH:6][CH:5]=[CH:4][C:3]=1[O:8][CH3:9].[Li:10]CCCC.